From a dataset of Buchwald-Hartwig C-N cross coupling reaction yields with 55,370 reactions. Predict the reaction yield, written as a fraction of the theoretical maximum amount of product (1.0 means a 100% yield; for example, 0.34 means a 34% yield). (1) The reactants are Clc1ccccn1.Cc1ccc(N)cc1.O=S(=O)(O[Pd]1c2ccccc2-c2ccccc2N~1)C(F)(F)F.CC(C)c1cc(C(C)C)c(-c2ccccc2P(C2CCCCC2)C2CCCCC2)c(C(C)C)c1.CCN=P(N=P(N(C)C)(N(C)C)N(C)C)(N(C)C)N(C)C.c1ccc(-c2cnoc2)cc1. No catalyst specified. The product is Cc1ccc(Nc2ccccn2)cc1. The yield is 0.130. (2) The reactants are Clc1ccccn1.Cc1ccc(N)cc1.O=S(=O)(O[Pd]1c2ccccc2-c2ccccc2N~1)C(F)(F)F.COc1ccc(OC)c(P(C(C)(C)C)C(C)(C)C)c1-c1c(C(C)C)cc(C(C)C)cc1C(C)C.CN1CCCN2CCCN=C12.c1ccc2oncc2c1. No catalyst specified. The product is Cc1ccc(Nc2ccccn2)cc1. The yield is 0.801. (3) The reactants are CCc1ccc(I)cc1.Cc1ccc(N)cc1.O=S(=O)(O[Pd]1c2ccccc2-c2ccccc2N~1)C(F)(F)F.CC(C)c1cc(C(C)C)c(-c2ccccc2P(C2CCCCC2)C2CCCCC2)c(C(C)C)c1.CN(C)C(=NC(C)(C)C)N(C)C.CCOC(=O)c1cc(C)on1. No catalyst specified. The product is CCc1ccc(Nc2ccc(C)cc2)cc1. The yield is 0.372. (4) No catalyst specified. The reactants are FC(F)(F)c1ccc(Cl)cc1.Cc1ccc(N)cc1.O=S(=O)(O[Pd]1c2ccccc2-c2ccccc2N~1)C(F)(F)F.CC(C)c1cc(C(C)C)c(-c2ccccc2P(C(C)(C)C)C(C)(C)C)c(C(C)C)c1.CN(C)C(=NC(C)(C)C)N(C)C.COC(=O)c1cc(-c2cccs2)on1. The product is Cc1ccc(Nc2ccc(C(F)(F)F)cc2)cc1. The yield is 0.129.